The task is: Predict the reactants needed to synthesize the given product.. This data is from Full USPTO retrosynthesis dataset with 1.9M reactions from patents (1976-2016). (1) Given the product [F:27][C:24]1[CH:25]=[CH:26][C:21]([CH:13]([N:14]2[CH2:19][CH2:18][N:17]([CH3:20])[CH2:16][CH2:15]2)[CH2:12][N:9]2[CH2:10][CH2:11][NH:6][CH2:7][CH2:8]2)=[CH:22][CH:23]=1, predict the reactants needed to synthesize it. The reactants are: C(OC([N:6]1[CH2:11][CH2:10][N:9]([CH2:12][CH:13]([C:21]2[CH:26]=[CH:25][C:24]([F:27])=[CH:23][CH:22]=2)[N:14]2[CH2:19][CH2:18][N:17]([CH3:20])[CH2:16][CH2:15]2)[CH2:8][CH2:7]1)=O)C.[OH-].[K+].O. (2) Given the product [ClH:33].[NH2:8][CH2:9][C:10]1[N:11]([CH2:29][CH:30]([CH3:32])[CH3:31])[C:12](=[O:28])[C:13]2[C:18]([C:19]=1[C:20]1[S:21][CH:22]=[CH:23][CH:24]=1)=[CH:17][C:16]([C:25]([OH:27])=[O:26])=[CH:15][CH:14]=2, predict the reactants needed to synthesize it. The reactants are: C(OC([NH:8][CH2:9][C:10]1[N:11]([CH2:29][CH:30]([CH3:32])[CH3:31])[C:12](=[O:28])[C:13]2[C:18]([C:19]=1[C:20]1[S:21][CH:22]=[CH:23][CH:24]=1)=[CH:17][C:16]([C:25]([OH:27])=[O:26])=[CH:15][CH:14]=2)=O)(C)(C)C.[ClH:33]. (3) Given the product [N:38]1[CH:39]=[CH:40][CH:41]=[C:36]([CH2:35][NH:34][C:32]([C:29]2[N:21]3[C:20]([CH2:19][N:18]([C:16]([C:13]4[CH:12]=[CH:11][C:10]([C:5]5[CH:6]=[CH:7][CH:8]=[CH:9][C:4]=5[CH2:3][C:1]5[NH:44][N:43]=[N:42][N:2]=5)=[CH:15][CH:14]=4)=[O:17])[C:24]4[CH:25]=[CH:26][CH:27]=[CH:28][C:23]=4[CH2:22]3)=[CH:31][CH:30]=2)=[O:33])[CH:37]=1, predict the reactants needed to synthesize it. The reactants are: [C:1]([CH2:3][C:4]1[CH:9]=[CH:8][CH:7]=[CH:6][C:5]=1[C:10]1[CH:15]=[CH:14][C:13]([C:16]([N:18]2[C:24]3[CH:25]=[CH:26][CH:27]=[CH:28][C:23]=3[CH2:22][N:21]3[C:29]([C:32]([NH:34][CH2:35][C:36]4[CH:37]=[N:38][CH:39]=[CH:40][CH:41]=4)=[O:33])=[CH:30][CH:31]=[C:20]3[CH2:19]2)=[O:17])=[CH:12][CH:11]=1)#[N:2].[N-:42]=[N+:43]=[N-:44].[Na+].[Cl-].[NH4+].O. (4) The reactants are: [Cl:1][C:2]1[C:22]([Cl:23])=[CH:21][CH:20]=[CH:19][C:3]=1[O:4][C:5]1[CH2:9][N:8]([C@@H:10]([CH2:14][CH:15]([CH3:17])[CH3:16])[C:11]([OH:13])=O)[C:7](=[O:18])[CH:6]=1.[NH2:24][C:25]1[CH:29]=[CH:28][N:27]([CH2:30][C:31]([CH3:34])([OH:33])[CH3:32])[N:26]=1.F[P-](F)(F)(F)(F)F.N1(O[P+](N(C)C)(N(C)C)N(C)C)C2C=CC=CC=2N=N1.C(N(CC)C(C)C)(C)C. Given the product [OH:33][C:31]([CH3:34])([CH3:32])[CH2:30][N:27]1[CH:28]=[CH:29][C:25]([NH:24][C:11](=[O:13])[C@@H:10]([N:8]2[CH2:9][C:5]([O:4][C:3]3[CH:19]=[CH:20][CH:21]=[C:22]([Cl:23])[C:2]=3[Cl:1])=[CH:6][C:7]2=[O:18])[CH2:14][CH:15]([CH3:17])[CH3:16])=[N:26]1, predict the reactants needed to synthesize it. (5) Given the product [CH3:1][O:2][N:3]1[CH2:8][CH2:7][CH:6]([C:14]#[N:15])[CH2:5][CH2:4]1, predict the reactants needed to synthesize it. The reactants are: [CH3:1][O:2][N:3]1[CH2:8][CH2:7][CH:6](OS(C)(=O)=O)[CH2:5][CH2:4]1.[C-:14]#[N:15].[Na+].C(=O)(O)[O-].[Na+].O. (6) Given the product [CH3:30][O:31][C:32]([C:34]1[C:39]([O:40][CH3:41])=[CH:38][N:37]=[C:36]([CH2:42][N:14]2[C:15](=[O:20])[C:16]([CH3:19])=[C:17]3[S:18][C:10]([C:8](=[O:9])[NH:7][CH2:6][C:5]4[CH:4]=[CH:3][C:2]([F:1])=[CH:23][CH:22]=4)=[CH:11][N:12]3[C:13]2=[O:21])[N:35]=1)=[O:33], predict the reactants needed to synthesize it. The reactants are: [F:1][C:2]1[CH:23]=[CH:22][C:5]([CH2:6][NH:7][C:8]([C:10]2[S:18][C:17]3[N:12]([C:13](=[O:21])[NH:14][C:15](=[O:20])[C:16]=3[CH3:19])[CH:11]=2)=[O:9])=[CH:4][CH:3]=1.C(=O)([O-])[O-].[Cs+].[Cs+].[CH3:30][O:31][C:32]([C:34]1[C:39]([O:40][CH3:41])=[CH:38][N:37]=[C:36]([CH2:42]Cl)[N:35]=1)=[O:33]. (7) Given the product [CH2:47]([O:46][C:44]([NH:43][C@H:42]([C:41]([NH:40][CH2:39][C@@H:38]([NH:37][C:103](=[O:104])[C@H:98]([CH2:99][CH:100]([CH3:101])[CH3:102])[NH:97][C:90]([O:92][C:93]([CH3:94])([CH3:95])[CH3:96])=[O:91])[CH:62]([CH3:64])[CH3:63])=[O:61])[CH2:54][C:55]1[CH:56]=[CH:57][CH:58]=[CH:59][CH:60]=1)=[O:45])[C:48]1[CH:53]=[CH:52][CH:51]=[CH:50][CH:49]=1, predict the reactants needed to synthesize it. The reactants are: C(OC(N[C@H](C(NC[C@@H](NC(OC(C)(C)C)=O)C(C)C)=O)CC1C=CC=CC=1)=O)C1C=CC=CC=1.Cl.[NH2:37][C@:38](NC(OC(C)(C)C)=O)([CH:62]([CH3:64])[CH3:63])[CH2:39][NH:40][C:41](=[O:61])[C@H:42]([CH2:54][C:55]1[CH:60]=[CH:59][CH:58]=[CH:57][CH:56]=1)[NH:43][C:44]([O:46][CH2:47][C:48]1[CH:53]=[CH:52][CH:51]=[CH:50][CH:49]=1)=[O:45].C(N(CC)CC)C.C1C=CC2N(O)N=NC=2C=1.[C:90]([NH:97][C@H:98]([C:103](O)=[O:104])[CH2:99][CH:100]([CH3:102])[CH3:101])([O:92][C:93]([CH3:96])([CH3:95])[CH3:94])=[O:91].C1CCC(N=C=NC2CCCCC2)CC1. (8) Given the product [C:1]([C:3]1[CH:4]=[CH:5][C:6]([C:9]([C:11]2[N:15]([CH:16]([CH3:18])[CH3:17])[CH:14]=[N:13][CH:12]=2)=[O:10])=[CH:7][CH:8]=1)#[CH:2], predict the reactants needed to synthesize it. The reactants are: [C:1]([C:3]1[CH:8]=[CH:7][C:6]([CH:9]([C:11]2[N:15]([CH:16]([CH3:18])[CH3:17])[CH:14]=[N:13][CH:12]=2)[OH:10])=[CH:5][CH:4]=1)#[CH:2].